Dataset: Full USPTO retrosynthesis dataset with 1.9M reactions from patents (1976-2016). Task: Predict the reactants needed to synthesize the given product. (1) Given the product [CH3:53][O:54][CH2:55][C@H:56]([CH3:59])[CH2:57][O:58][CH2:2][C:3]1[CH:8]=[CH:7][C:6]([C@@H:9]2[C@@H:10]([O:26][CH2:27][C:38]3[CH:39]=[CH:40][C:41]4[O:46][CH2:45][CH2:44][N:43]([CH2:47][CH2:48][CH2:49][O:50][CH3:51])[C:42]=4[CH:52]=3)[CH2:11][NH:12][CH2:13][C@H:14]2[OH:15])=[CH:5][CH:4]=1, predict the reactants needed to synthesize it. The reactants are: Cl[CH2:2][C:3]1[CH:8]=[CH:7][C:6]([C@H:9]2[C@H:14]([O:15][Si](C(C)C)(C(C)C)C(C)C)[CH2:13][NH:12][CH2:11][C@@H:10]2[O:26][CH:27]([C:38]2[CH:39]=[CH:40][C:41]3[O:46][CH2:45][CH2:44][N:43]([CH2:47][CH2:48][CH2:49][O:50][CH3:51])[C:42]=3[CH:52]=2)S(C2C=CC(C)=CC=2)(=O)=O)=[CH:5][CH:4]=1.[CH3:53][O:54][CH2:55][C@H:56]([CH3:59])[CH2:57][OH:58]. (2) The reactants are: [N:1]1([CH:7]2[CH2:12][CH2:11][N:10]([C:13]3[C:14]([N+:20]([O-])=O)=[C:15]([CH:17]=[CH:18][CH:19]=3)[NH2:16])[CH2:9][CH2:8]2)[CH2:6][CH2:5][CH2:4][CH2:3][CH2:2]1. Given the product [N:1]1([CH:7]2[CH2:12][CH2:11][N:10]([C:13]3[CH:19]=[CH:18][CH:17]=[C:15]([NH2:16])[C:14]=3[NH2:20])[CH2:9][CH2:8]2)[CH2:6][CH2:5][CH2:4][CH2:3][CH2:2]1, predict the reactants needed to synthesize it. (3) Given the product [C:1]([C:3]1[CH:4]=[CH:5][C:6]([O:13][CH2:26][C:27]([F:30])([F:29])[F:28])=[C:7]([CH:12]=1)[C:8]([O:10][CH3:11])=[O:9])#[N:2], predict the reactants needed to synthesize it. The reactants are: [C:1]([C:3]1[CH:4]=[CH:5][C:6]([OH:13])=[C:7]([CH:12]=1)[C:8]([O:10][CH3:11])=[O:9])#[N:2].C(=O)([O-])[O-].[K+].[K+].FC(F)(F)S(O[CH2:26][C:27]([F:30])([F:29])[F:28])(=O)=O. (4) Given the product [F:21][C:19]([F:22])([F:20])[C:14]1[CH:15]=[CH:16][CH:17]=[CH:18][C:13]=1[C:7]1[NH:8][C:9](=[O:12])[C:10]2[C:5]([CH:6]=1)=[CH:4][CH:3]=[C:2]([NH:1][CH2:29][C@H:27]([OH:28])[C@H:25]([OH:26])[CH2:24][OH:23])[CH:11]=2, predict the reactants needed to synthesize it. The reactants are: [NH2:1][C:2]1[CH:11]=[C:10]2[C:5]([CH:6]=[C:7]([C:13]3[CH:18]=[CH:17][CH:16]=[CH:15][C:14]=3[C:19]([F:22])([F:21])[F:20])[NH:8][C:9]2=[O:12])=[CH:4][CH:3]=1.[O:23]=[CH:24][C@@H:25]([C@@H:27]([CH2:29]O)[OH:28])[OH:26].C(O)(=O)C. (5) Given the product [S:26]([O:17][CH:15]([C@H:12]1[CH2:11][CH2:10][C@H:9]([NH:8][C:6]([O:5][C:1]([CH3:4])([CH3:3])[CH3:2])=[O:7])[CH2:14][CH2:13]1)[CH3:16])(=[O:28])(=[O:27])[CH3:25], predict the reactants needed to synthesize it. The reactants are: [C:1]([O:5][C:6]([NH:8][C@H:9]1[CH2:14][CH2:13][C@H:12]([CH:15]([OH:17])[CH3:16])[CH2:11][CH2:10]1)=[O:7])([CH3:4])([CH3:3])[CH3:2].C(N(CC)CC)C.[CH3:25][S:26](Cl)(=[O:28])=[O:27]. (6) The reactants are: [OH:1][C:2]1[CH:3]=[C:4]2[C:8](=[CH:9][CH:10]=1)[C@H:7]([C@H:11]([CH3:16])[C:12]([O:14][CH3:15])=[O:13])[CH2:6][CH2:5]2.Br[C:18]([Br:21])([CH3:20])C.[C:22]([O-])([O-])=O.[Cs+].[Cs+]. Given the product [Br:21][CH2:18][CH2:20][CH2:22][O:1][C:2]1[CH:3]=[C:4]2[C:8](=[CH:9][CH:10]=1)[C@H:7]([C@H:11]([CH3:16])[C:12]([O:14][CH3:15])=[O:13])[CH2:6][CH2:5]2, predict the reactants needed to synthesize it.